This data is from Forward reaction prediction with 1.9M reactions from USPTO patents (1976-2016). The task is: Predict the product of the given reaction. (1) Given the reactants [F:1][C:2]([F:14])([F:13])[C:3]1[CH:4]=[C:5]([CH2:9][CH2:10][CH2:11][OH:12])[CH:6]=[CH:7][CH:8]=1.C(N(CC)CC)C.[CH3:22][S:23](Cl)(=[O:25])=[O:24], predict the reaction product. The product is: [F:1][C:2]([F:13])([F:14])[C:3]1[CH:4]=[C:5]([CH2:9][CH2:10][CH2:11][O:12][S:23]([CH3:22])(=[O:25])=[O:24])[CH:6]=[CH:7][CH:8]=1. (2) Given the reactants C[O:2][C:3]1[CH:8]=[CH:7][C:6]([C:9]2[N:10]([CH2:19][CH2:20][CH3:21])[N:11]=[C:12]3[C:17]=2[CH:16]=[CH:15][CH:14]=[C:13]3[CH3:18])=[CH:5][CH:4]=1.B(Br)(Br)Br.C1CCCCC=1, predict the reaction product. The product is: [CH3:18][C:13]1[C:12]2[C:17](=[C:9]([C:6]3[CH:5]=[CH:4][C:3]([OH:2])=[CH:8][CH:7]=3)[N:10]([CH2:19][CH2:20][CH3:21])[N:11]=2)[CH:16]=[CH:15][CH:14]=1. (3) Given the reactants [NH2:1][C:2]1[N:27]=[C:5]2[CH:6]=[CH:7][C:8]([C:10]3[CH:15]=[CH:14][C:13]([NH:16][C:17](=[O:26])[CH2:18][C:19]4[CH:24]=[CH:23][C:22]([F:25])=[CH:21][CH:20]=4)=[CH:12][CH:11]=3)=[CH:9][N:4]2[N:3]=1.[C:28]([NH:32][C:33](=[O:47])[C:34]1[CH:39]=[CH:38][C:37](I)=[C:36]([O:41][CH2:42][C:43]([F:46])([F:45])[F:44])[CH:35]=1)([CH3:31])([CH3:30])[CH3:29].CC(C1C=C(C(C)C)C(C2C(P(C3CCCCC3)C3CCCCC3)=C(OC)C=CC=2OC)=C(C(C)C)C=1)C.CC(C)([O-])C.[Na+], predict the reaction product. The product is: [C:28]([NH:32][C:33](=[O:47])[C:34]1[CH:39]=[CH:38][C:37]([NH:1][C:2]2[N:27]=[C:5]3[CH:6]=[CH:7][C:8]([C:10]4[CH:11]=[CH:12][C:13]([NH:16][C:17](=[O:26])[CH2:18][C:19]5[CH:24]=[CH:23][C:22]([F:25])=[CH:21][CH:20]=5)=[CH:14][CH:15]=4)=[CH:9][N:4]3[N:3]=2)=[C:36]([O:41][CH2:42][C:43]([F:45])([F:46])[F:44])[CH:35]=1)([CH3:31])([CH3:29])[CH3:30]. (4) Given the reactants [C:1]([O:5][C:6]([NH:8][C@@H:9]1[CH2:14][CH2:13][C@H:12]([C:15](O)=[O:16])[CH2:11][CH2:10]1)=[O:7])([CH3:4])([CH3:3])[CH3:2].CN1CCOCC1.ClC(OCC(C)C)=O.[BH4-].[Na+], predict the reaction product. The product is: [C:1]([O:5][C:6]([NH:8][C@H:9]1[CH2:10][CH2:11][C@@H:12]([CH2:15][OH:16])[CH2:13][CH2:14]1)=[O:7])([CH3:4])([CH3:3])[CH3:2].